This data is from Catalyst prediction with 721,799 reactions and 888 catalyst types from USPTO. The task is: Predict which catalyst facilitates the given reaction. (1) Reactant: Br.[NH2:2][C@H:3]([C:14]([OH:16])=[O:15])[CH2:4][C:5]1[C:13]2[C:8](=[CH:9][CH:10]=[CH:11][CH:12]=2)[NH:7][CH:6]=1.CC(N[CH2:21][CH2:22][C:23]1C2C=C(OC)C=CC=2NC=1)=O.C(O)C. Product: [CH:22]([O:15][C:14](=[O:16])[C@H:3]([CH2:4][C:5]1[C:13]2[C:8](=[CH:9][CH:10]=[CH:11][CH:12]=2)[NH:7][CH:6]=1)[NH2:2])([CH3:23])[CH3:21]. The catalyst class is: 6. (2) Reactant: [NH2:1][C:2]1[CH:3]=[C:4]([CH:17]=[CH:18][CH:19]=1)[CH2:5][C:6]1[C:15]2[CH2:14][CH2:13][CH2:12][CH2:11][C:10]=2[C:9](=[O:16])[NH:8][N:7]=1.[CH3:20][C:21]1([C:24](O)=[O:25])[CH2:23][CH2:22]1.C[NH3+].F[P-](F)(F)(F)(F)F.N1(OC(N(C)C)=[N+](C)C)C2N=CC=CC=2N=N1.F[P-](F)(F)(F)(F)F.C(N(CC)CC)C. Product: [CH3:20][C:21]1([C:24]([NH:1][C:2]2[CH:19]=[CH:18][CH:17]=[C:4]([CH2:5][C:6]3[C:15]4[CH2:14][CH2:13][CH2:12][CH2:11][C:10]=4[C:9](=[O:16])[NH:8][N:7]=3)[CH:3]=2)=[O:25])[CH2:23][CH2:22]1. The catalyst class is: 44. (3) Reactant: CO[C:3]([N:5]1[CH2:9][CH:8]([C:10]2[C:18]3[C:13](=[CH:14][C:15]([F:19])=[CH:16][CH:17]=3)[NH:12][CH:11]=2)[CH:7]2[N:20]([C:23](=[O:39])[CH:24]([NH:31][C:32]([O:34][C:35]([CH3:38])([CH3:37])[CH3:36])=[O:33])[CH:25]3[CH2:30][CH2:29][CH2:28][CH2:27][CH2:26]3)[CH2:21][CH2:22][CH:6]12)=[O:4].[CH:40]1(C(Cl)=O)[CH2:42][CH2:41]1. Product: [C:35]([O:34][C:32](=[O:33])[NH:31][CH:24]([CH:25]1[CH2:26][CH2:27][CH2:28][CH2:29][CH2:30]1)[C:23]([N:20]1[CH2:21][CH2:22][CH:6]2[N:5]([C:3]([CH:40]3[CH2:42][CH2:41]3)=[O:4])[CH2:9][CH:8]([C:10]3[C:18]4[C:13](=[CH:14][C:15]([F:19])=[CH:16][CH:17]=4)[NH:12][CH:11]=3)[CH:7]12)=[O:39])([CH3:37])([CH3:38])[CH3:36]. The catalyst class is: 2. (4) Reactant: [CH3:1][O:2][C:3]1[CH:11]=[CH:10][C:6]([C:7]([OH:9])=O)=[CH:5][C:4]=1[S:12](=[O:21])(=[O:20])[NH:13][C:14]1[CH:15]=[N:16][CH:17]=[CH:18][CH:19]=1.CN(C(O[N:30]1N=N[C:32]2C=CC=N[C:31]1=2)=[N+](C)C)C.F[P-](F)(F)(F)(F)F.CCN(C(C)C)C(C)C.Cl.C(N)C. Product: [CH2:31]([NH:30][C:7](=[O:9])[C:6]1[CH:10]=[CH:11][C:3]([O:2][CH3:1])=[C:4]([S:12](=[O:21])(=[O:20])[NH:13][C:14]2[CH:15]=[N:16][CH:17]=[CH:18][CH:19]=2)[CH:5]=1)[CH3:32]. The catalyst class is: 2. (5) Reactant: [C:1]([O:5][C@@H:6]([C:12]1[C:27]([CH3:28])=[CH:26][C:15]2[N:16]=[C:17]([C:19]3[CH:24]=[CH:23][N:22]=[C:21](Cl)[N:20]=3)[S:18][C:14]=2[C:13]=1[C:29]1[CH:34]=[CH:33][C:32]([Cl:35])=[CH:31][CH:30]=1)[C:7]([O:9][CH2:10][CH3:11])=[O:8])([CH3:4])([CH3:3])[CH3:2].[CH:36]([N:39]1[CH2:44][CH2:43][NH:42][CH2:41][CH2:40]1)([CH3:38])[CH3:37]. Product: [C:1]([O:5][C@@H:6]([C:12]1[C:27]([CH3:28])=[CH:26][C:15]2[N:16]=[C:17]([C:19]3[CH:24]=[CH:23][N:22]=[C:21]([N:42]4[CH2:43][CH2:44][N:39]([CH:36]([CH3:38])[CH3:37])[CH2:40][CH2:41]4)[N:20]=3)[S:18][C:14]=2[C:13]=1[C:29]1[CH:34]=[CH:33][C:32]([Cl:35])=[CH:31][CH:30]=1)[C:7]([O:9][CH2:10][CH3:11])=[O:8])([CH3:2])([CH3:3])[CH3:4]. The catalyst class is: 12. (6) Reactant: [Cl:1][C:2]1[CH:7]=[CH:6][CH:5]=[CH:4][C:3]=1[CH:8]([O:10][C:11](=[O:26])[NH:12][C:13]1[C:14]([CH3:25])=[N:15][O:16][C:17]=1[C:18]1[CH:23]=[CH:22][C:21](Br)=[CH:20][CH:19]=1)[CH3:9].[C:27]([C:30]1[CH:31]=[C:32](B(O)O)[CH:33]=[CH:34][CH:35]=1)([OH:29])=[O:28].C(=O)([O-])[O-].[K+].[K+]. Product: [Cl:1][C:2]1[CH:7]=[CH:6][CH:5]=[CH:4][C:3]=1[CH:8]([O:10][C:11]([NH:12][C:13]1[C:14]([CH3:25])=[N:15][O:16][C:17]=1[C:18]1[CH:23]=[CH:22][C:21]([C:34]2[CH:33]=[CH:32][CH:31]=[C:30]([C:27]([OH:29])=[O:28])[CH:35]=2)=[CH:20][CH:19]=1)=[O:26])[CH3:9]. The catalyst class is: 276.